Dataset: Full USPTO retrosynthesis dataset with 1.9M reactions from patents (1976-2016). Task: Predict the reactants needed to synthesize the given product. (1) Given the product [C:41]([C:25]([C:29]1[CH:34]=[CH:33][CH:32]=[CH:31][CH:30]=1)([C:19]1[CH:24]=[CH:23][CH:22]=[CH:21][CH:20]=1)[CH2:26][CH2:27][N:16]1[CH2:17][CH2:18][CH:13]([NH:12][C:10](=[O:11])[CH2:9][C:6]2[CH:5]=[CH:4][C:3]([C:1]#[N:2])=[CH:8][CH:7]=2)[CH2:14][CH2:15]1)#[N:43], predict the reactants needed to synthesize it. The reactants are: [C:1]([C:3]1[CH:8]=[CH:7][C:6]([CH2:9][C:10]([NH:12][CH:13]2[CH2:18][CH2:17][NH:16][CH2:15][CH2:14]2)=[O:11])=[CH:5][CH:4]=1)#[N:2].[C:19]1([CH:25]([C:29]2[CH:34]=[CH:33][CH:32]=[CH:31][CH:30]=2)[CH2:26][CH2:27]Br)[CH:24]=[CH:23][CH:22]=[CH:21][CH:20]=1.C(=O)([O-])[O-].[K+].[K+].[C:41](#[N:43])C. (2) Given the product [CH3:23][O:22][C:17]1[C:16]([CH2:24][CH2:25][CH3:26])=[C:15]2[C:20]([CH:21]=[C:12]([C:10]([NH:9][C:5]3[C:6]([CH3:8])=[N:7][C:2]([NH:1][S:29]([CH3:28])(=[O:31])=[O:30])=[CH:3][CH:4]=3)=[O:11])[C:13](=[O:27])[O:14]2)=[CH:19][CH:18]=1, predict the reactants needed to synthesize it. The reactants are: [NH2:1][C:2]1[N:7]=[C:6]([CH3:8])[C:5]([NH:9][C:10]([C:12]2[C:13](=[O:27])[O:14][C:15]3[C:20]([CH:21]=2)=[CH:19][CH:18]=[C:17]([O:22][CH3:23])[C:16]=3[CH2:24][CH2:25][CH3:26])=[O:11])=[CH:4][CH:3]=1.[CH3:28][S:29](Cl)(=[O:31])=[O:30]. (3) The reactants are: [CH3:1][O:2][C:3](=[O:24])[CH2:4][CH2:5][C:6]([CH3:23])=[CH:7][CH2:8][C:9]1[C:10]([OH:22])=[C:11]2[C:15](=[C:16]([CH3:20])[C:17]=1[O:18][CH3:19])[CH2:14][O:13][C:12]2=[O:21].C1C=CC(P(C2C=CC=CC=2)C2C=CC=CC=2)=CC=1.N(C(OCC)=O)=NC(OCC)=O.[CH3:56][Si:57]([CH:60](O)[CH3:61])([CH3:59])[CH3:58]. Given the product [CH3:1][O:2][C:3](=[O:24])[CH2:4][CH2:5][C:6]([CH3:23])=[CH:7][CH2:8][C:9]1[C:10]([O:22][CH2:61][CH2:60][Si:57]([CH3:59])([CH3:58])[CH3:56])=[C:11]2[C:15](=[C:16]([CH3:20])[C:17]=1[O:18][CH3:19])[CH2:14][O:13][C:12]2=[O:21], predict the reactants needed to synthesize it.